From a dataset of Human intestinal absorption (HIA) binary classification data from Hou et al.. Regression/Classification. Given a drug SMILES string, predict its absorption, distribution, metabolism, or excretion properties. Task type varies by dataset: regression for continuous measurements (e.g., permeability, clearance, half-life) or binary classification for categorical outcomes (e.g., BBB penetration, CYP inhibition). Dataset: hia_hou. (1) The drug is O=c1[nH]cnc2[nH]ncc12. The result is 1 (good absorption). (2) The molecule is CCCCNc1cc(C(=O)O)cc(S(N)(=O)=O)c1Oc1ccccc1. The result is 1 (good absorption). (3) The compound is N[C@H]1[C@@H]2CN(c3nc4c(cc3F)c(=O)c(C(=O)O)cn4-c3ccc(F)cc3F)C[C@H]12. The result is 1 (good absorption). (4) The molecule is OCCOCCN1CCN(C2=Nc3ccccc3Sc3ccccc32)CC1. The result is 1 (good absorption). (5) The result is 1 (good absorption). The compound is CCOC(=O)C1=C(C)NC(C)=C(C(=O)OC)[C@@H]1c1cccc(Cl)c1Cl. (6) The drug is CN(C)CCCN1c2ccccc2Sc2ccc(Cl)cc21. The result is 1 (good absorption).